Dataset: Forward reaction prediction with 1.9M reactions from USPTO patents (1976-2016). Task: Predict the product of the given reaction. Given the reactants [Cl:1][C:2]1[C:10]([Cl:11])=[CH:9][CH:8]=[CH:7][C:3]=1[C:4]([OH:6])=O.[CH:12]1([CH2:15][CH:16]([C:19]2[CH:20]=[N:21][C:22]([CH3:25])=[N:23][CH:24]=2)[CH2:17][NH2:18])[CH2:14][CH2:13]1, predict the reaction product. The product is: [Cl:1][C:2]1[C:10]([Cl:11])=[CH:9][CH:8]=[CH:7][C:3]=1[C:4]([NH:18][CH2:17][CH:16]([C:19]1[CH:24]=[N:23][C:22]([CH3:25])=[N:21][CH:20]=1)[CH2:15][CH:12]1[CH2:14][CH2:13]1)=[O:6].